This data is from Full USPTO retrosynthesis dataset with 1.9M reactions from patents (1976-2016). The task is: Predict the reactants needed to synthesize the given product. Given the product [Br:17][C:15]1[CH:14]=[CH:13][C:12]([Cl:18])=[C:11]([C:10]2[NH:1][C:2]3[CH:7]=[CH:6][C:5]([F:8])=[CH:4][C:3]=3[N:9]=2)[CH:16]=1, predict the reactants needed to synthesize it. The reactants are: [NH2:1][C:2]1[CH:7]=[CH:6][C:5]([F:8])=[CH:4][C:3]=1[NH:9][C:10](=O)[C:11]1[CH:16]=[C:15]([Br:17])[CH:14]=[CH:13][C:12]=1[Cl:18].